Dataset: Reaction yield outcomes from USPTO patents with 853,638 reactions. Task: Predict the reaction yield, written as a fraction of the theoretical maximum amount of product (1.0 means a 100% yield; for example, 0.34 means a 34% yield). The reactants are [CH3:1][C@H:2]1[C@@H:6]([C:7]2[N:11]3[C:12]4[CH:18]=[CH:17][N:16](S(C5C=CC(C)=CC=5)(=O)=O)[C:13]=4[N:14]=[CH:15][C:10]3=[N:9][N:8]=2)[CH2:5][C@H:4]([CH2:29][CH2:30][C:31]#[N:32])[CH2:3]1.[C-]#N.[K+]. The catalyst is CO. The product is [CH3:1][C@H:2]1[C@@H:6]([C:7]2[N:11]3[C:12]4[CH:18]=[CH:17][NH:16][C:13]=4[N:14]=[CH:15][C:10]3=[N:9][N:8]=2)[CH2:5][C@H:4]([CH2:29][CH2:30][C:31]#[N:32])[CH2:3]1. The yield is 0.590.